Dataset: Full USPTO retrosynthesis dataset with 1.9M reactions from patents (1976-2016). Task: Predict the reactants needed to synthesize the given product. (1) Given the product [F:1][C:2]1[C:15]2[C:14](=[O:16])[C:13]3[C:8](=[CH:9][CH:10]=[CH:11][CH:12]=3)[S:7][C:6]=2[C:5]([O:17][CH2:18][C:19]([O:21][CH2:35][CH:36]([OH:38])[CH2:37][O:25][CH2:26][CH2:27][CH2:28][CH2:29][O:30][C:31](=[O:34])[CH:32]=[CH2:33])=[O:20])=[CH:4][CH:3]=1, predict the reactants needed to synthesize it. The reactants are: [F:1][C:2]1[C:15]2[C:14](=[O:16])[C:13]3[C:8](=[CH:9][CH:10]=[CH:11][CH:12]=3)[S:7][C:6]=2[C:5]([O:17][CH2:18][C:19]([OH:21])=[O:20])=[CH:4][CH:3]=1.C(#N)C.[OH:25][CH2:26][CH2:27][CH2:28][CH2:29][O:30][C:31](=[O:34])[CH:32]=[CH2:33].[CH2:35](OCC1OC1)[CH:36]1[O:38][CH2:37]1. (2) Given the product [CH2:1]([C:3]1[C:4]([NH:12][C@@H:13]2[C:21]3[C:16](=[CH:17][CH:18]=[CH:19][CH:20]=3)[CH2:15][C@@H:14]2[OH:22])=[N:5][C:6]([CH2:10][CH3:11])=[C:7]([O:29][C:30]2[CH:35]=[C:34]([CH3:36])[CH:33]=[CH:32][N:31]=2)[N:8]=1)[CH3:2], predict the reactants needed to synthesize it. The reactants are: [CH2:1]([C:3]1[C:4]([NH:12][C@@H:13]2[C:21]3[C:16](=[CH:17][CH:18]=[CH:19][CH:20]=3)[CH2:15][C@@H:14]2[OH:22])=[N:5][C:6]([CH2:10][CH3:11])=[C:7](I)[N:8]=1)[CH3:2].C([O-])([O-])=O.[Cs+].[Cs+].[OH:29][C:30]1[CH:35]=[C:34]([CH3:36])[CH:33]=[CH:32][N:31]=1.CNCCNC.